Dataset: M1 muscarinic receptor antagonist screen with 61,756 compounds. Task: Binary Classification. Given a drug SMILES string, predict its activity (active/inactive) in a high-throughput screening assay against a specified biological target. The compound is S(=O)(=O)(N1CCC(CC1)C(=O)NC1CCCCCC1)c1c2ncccc2ccc1. The result is 0 (inactive).